This data is from Reaction yield outcomes from USPTO patents with 853,638 reactions. The task is: Predict the reaction yield, written as a fraction of the theoretical maximum amount of product (1.0 means a 100% yield; for example, 0.34 means a 34% yield). (1) The reactants are [Br:1][C:2]1[CH:7]=[CH:6][C:5](B(O)O)=[CH:4][CH:3]=1.Cl.N[C@@H]1CCCC[C@H]1O.C[Si](C)(C)N[Si](C)(C)C.[Na].[C:30]([N:37]1[CH2:40][CH:39](I)[CH2:38]1)([O:32][C:33]([CH3:36])([CH3:35])[CH3:34])=[O:31]. The catalyst is C(O)(C)C. The product is [Br:1][C:2]1[CH:7]=[CH:6][C:5]([CH:39]2[CH2:38][N:37]([C:30]([O:32][C:33]([CH3:36])([CH3:35])[CH3:34])=[O:31])[CH2:40]2)=[CH:4][CH:3]=1. The yield is 0.380. (2) The reactants are [Cl:1][C:2]1[N:3]=[C:4]([N:13]2[CH2:18][CH2:17][O:16][CH2:15][CH2:14]2)[C:5]2[O:10][C:9]([CH:11]=O)=[CH:8][C:6]=2[N:7]=1.[NH:19]1[CH2:22][CH:21]([N:23]2[CH2:28][CH2:27][O:26][CH2:25][CH2:24]2)[CH2:20]1.C(O[BH-](OC(=O)C)OC(=O)C)(=O)C.[Na+]. The catalyst is ClCCCl. The product is [Cl:1][C:2]1[N:3]=[C:4]([N:13]2[CH2:14][CH2:15][O:16][CH2:17][CH2:18]2)[C:5]2[O:10][C:9]([CH2:11][N:19]3[CH2:22][CH:21]([N:23]4[CH2:28][CH2:27][O:26][CH2:25][CH2:24]4)[CH2:20]3)=[CH:8][C:6]=2[N:7]=1. The yield is 0.810. (3) The reactants are [Br:1][C:2]1[CH:3]=[C:4]([CH2:9][C:10]([O:12][CH2:13][CH3:14])=[O:11])[CH:5]=[CH:6][C:7]=1[OH:8].C(=O)([O-])[O-].[K+].[K+]. The catalyst is C(O)C. The product is [CH2:9]([O:8][C:7]1[CH:6]=[CH:5][C:4]([CH2:9][C:10]([O:12][CH2:13][CH3:14])=[O:11])=[CH:3][C:2]=1[Br:1])[C:4]1[CH:5]=[CH:6][CH:7]=[CH:2][CH:3]=1. The yield is 0.980. (4) The reactants are [OH:1][C:2]1[CH:3]=[C:4]([NH:8][C:9](=[O:11])[CH3:10])[CH:5]=[CH:6][CH:7]=1.C(NC1C=C(OC(=O)C)C=CC=1)=O.[CH3:25][C:26](=[CH2:30])[CH2:27][CH2:28]O.CCOC(/N=N/C(OCC)=O)=O.C1C=CC(P(C2C=CC=CC=2)C2C=CC=CC=2)=CC=1. The catalyst is C1C=CC=CC=1.O. The product is [CH3:30][C:26](=[CH2:25])[CH2:27][CH2:28][O:1][C:2]1[CH:3]=[C:4]([NH:8][C:9](=[O:11])[CH3:10])[CH:5]=[CH:6][CH:7]=1. The yield is 0.520. (5) The reactants are Br[C:2]1[CH:3]=[N:4][CH:5]=[CH:6][CH:7]=1.C(N(CC)CC)C.[CH3:15][C:16]([OH:20])([C:18]#[CH:19])[CH3:17].C(OCC)(=O)C. The catalyst is COCCOC.[Cu]I.Cl[Pd](Cl)([P](C1C=CC=CC=1)(C1C=CC=CC=1)C1C=CC=CC=1)[P](C1C=CC=CC=1)(C1C=CC=CC=1)C1C=CC=CC=1. The product is [CH3:15][C:16]([OH:20])([C:18]#[C:19][C:2]1[CH:3]=[N:4][CH:5]=[CH:6][CH:7]=1)[CH3:17]. The yield is 0.400. (6) The reactants are [CH:1]([O:4][C:5]([N:7]1[CH2:13][CH2:12][CH2:11][C:10](=O)[C:9]2[CH:15]=[CH:16][C:17]([Cl:20])=[C:18]([CH3:19])[C:8]1=2)=[O:6])([CH3:3])[CH3:2].[F:21][C:22]([F:36])([F:35])[C:23]1[CH:24]=[C:25]([CH:28]=[C:29]([C:31]([F:34])([F:33])[F:32])[CH:30]=1)[CH2:26][NH2:27].[BH4-].[Na+].[OH-].[Na+]. The catalyst is CC(C)[O-].[Ti+4].CC(C)[O-].CC(C)[O-].CC(C)[O-].CO. The product is [CH:1]([O:4][C:5]([N:7]1[CH2:13][CH2:12][CH2:11][CH:10]([NH:27][CH2:26][C:25]2[CH:28]=[C:29]([C:31]([F:32])([F:33])[F:34])[CH:30]=[C:23]([C:22]([F:21])([F:35])[F:36])[CH:24]=2)[C:9]2[CH:15]=[CH:16][C:17]([Cl:20])=[C:18]([CH3:19])[C:8]1=2)=[O:6])([CH3:3])[CH3:2]. The yield is 0.570.